Dataset: NCI-60 drug combinations with 297,098 pairs across 59 cell lines. Task: Regression. Given two drug SMILES strings and cell line genomic features, predict the synergy score measuring deviation from expected non-interaction effect. (1) Drug 1: CC1=C(C=C(C=C1)NC2=NC=CC(=N2)N(C)C3=CC4=NN(C(=C4C=C3)C)C)S(=O)(=O)N.Cl. Drug 2: CN(CCCl)CCCl.Cl. Cell line: HOP-62. Synergy scores: CSS=4.68, Synergy_ZIP=-1.18, Synergy_Bliss=-0.138, Synergy_Loewe=-2.98, Synergy_HSA=-0.903. (2) Drug 1: CS(=O)(=O)OCCCCOS(=O)(=O)C. Drug 2: CC12CCC3C(C1CCC2OP(=O)(O)O)CCC4=C3C=CC(=C4)OC(=O)N(CCCl)CCCl.[Na+]. Cell line: HCT116. Synergy scores: CSS=20.5, Synergy_ZIP=-0.812, Synergy_Bliss=-0.210, Synergy_Loewe=-1.45, Synergy_HSA=0.852. (3) Drug 1: C1=CN(C=N1)CC(O)(P(=O)(O)O)P(=O)(O)O. Drug 2: C1=NNC2=C1C(=O)NC=N2. Cell line: HL-60(TB). Synergy scores: CSS=-1.88, Synergy_ZIP=-2.65, Synergy_Bliss=-8.97, Synergy_Loewe=-5.68, Synergy_HSA=-8.30. (4) Drug 1: CN(CCCl)CCCl.Cl. Drug 2: CCN(CC)CCCC(C)NC1=C2C=C(C=CC2=NC3=C1C=CC(=C3)Cl)OC. Cell line: A498. Synergy scores: CSS=4.15, Synergy_ZIP=-3.84, Synergy_Bliss=-1.56, Synergy_Loewe=-11.2, Synergy_HSA=-2.39. (5) Drug 1: B(C(CC(C)C)NC(=O)C(CC1=CC=CC=C1)NC(=O)C2=NC=CN=C2)(O)O. Drug 2: CC1CCC2CC(C(=CC=CC=CC(CC(C(=O)C(C(C(=CC(C(=O)CC(OC(=O)C3CCCCN3C(=O)C(=O)C1(O2)O)C(C)CC4CCC(C(C4)OC)OP(=O)(C)C)C)C)O)OC)C)C)C)OC. Cell line: OVCAR3. Synergy scores: CSS=49.8, Synergy_ZIP=0.956, Synergy_Bliss=2.78, Synergy_Loewe=2.51, Synergy_HSA=4.35. (6) Drug 1: C1=NC(=NC(=O)N1C2C(C(C(O2)CO)O)O)N. Drug 2: CCC1(C2=C(COC1=O)C(=O)N3CC4=CC5=C(C=CC(=C5CN(C)C)O)N=C4C3=C2)O.Cl. Cell line: DU-145. Synergy scores: CSS=61.7, Synergy_ZIP=-3.73, Synergy_Bliss=-1.99, Synergy_Loewe=-22.2, Synergy_HSA=1.53.